From a dataset of NCI-60 drug combinations with 297,098 pairs across 59 cell lines. Regression. Given two drug SMILES strings and cell line genomic features, predict the synergy score measuring deviation from expected non-interaction effect. (1) Drug 1: CC1=C(C=C(C=C1)NC(=O)C2=CC=C(C=C2)CN3CCN(CC3)C)NC4=NC=CC(=N4)C5=CN=CC=C5. Drug 2: C1CN1C2=NC(=NC(=N2)N3CC3)N4CC4. Cell line: NCI/ADR-RES. Synergy scores: CSS=38.3, Synergy_ZIP=-1.55, Synergy_Bliss=-5.48, Synergy_Loewe=-17.2, Synergy_HSA=-5.21. (2) Cell line: HCT116. Drug 1: C#CCC(CC1=CN=C2C(=N1)C(=NC(=N2)N)N)C3=CC=C(C=C3)C(=O)NC(CCC(=O)O)C(=O)O. Drug 2: C1CC(=O)NC(=O)C1N2C(=O)C3=CC=CC=C3C2=O. Synergy scores: CSS=0.434, Synergy_ZIP=2.87, Synergy_Bliss=-1.44, Synergy_Loewe=-4.12, Synergy_HSA=-8.49.